This data is from NCI-60 drug combinations with 297,098 pairs across 59 cell lines. The task is: Regression. Given two drug SMILES strings and cell line genomic features, predict the synergy score measuring deviation from expected non-interaction effect. (1) Drug 1: CC1=C(C(=CC=C1)Cl)NC(=O)C2=CN=C(S2)NC3=CC(=NC(=N3)C)N4CCN(CC4)CCO. Drug 2: CC1CCCC2(C(O2)CC(NC(=O)CC(C(C(=O)C(C1O)C)(C)C)O)C(=CC3=CSC(=N3)C)C)C. Cell line: NCI-H460. Synergy scores: CSS=56.3, Synergy_ZIP=1.03, Synergy_Bliss=0.207, Synergy_Loewe=-18.5, Synergy_HSA=-0.0189. (2) Drug 1: COC1=CC(=CC(=C1O)OC)C2C3C(COC3=O)C(C4=CC5=C(C=C24)OCO5)OC6C(C(C7C(O6)COC(O7)C8=CC=CS8)O)O. Drug 2: CC1=C(C=C(C=C1)C(=O)NC2=CC(=CC(=C2)C(F)(F)F)N3C=C(N=C3)C)NC4=NC=CC(=N4)C5=CN=CC=C5. Cell line: PC-3. Synergy scores: CSS=19.9, Synergy_ZIP=-5.67, Synergy_Bliss=-4.78, Synergy_Loewe=-6.73, Synergy_HSA=-2.93. (3) Synergy scores: CSS=1.01, Synergy_ZIP=-2.06, Synergy_Bliss=-2.08, Synergy_Loewe=-3.39, Synergy_HSA=-3.33. Cell line: EKVX. Drug 1: C1CN1P(=S)(N2CC2)N3CC3. Drug 2: C1C(C(OC1N2C=NC(=NC2=O)N)CO)O. (4) Drug 1: C1C(C(OC1N2C=NC3=C(N=C(N=C32)Cl)N)CO)O. Drug 2: CCN(CC)CCCC(C)NC1=C2C=C(C=CC2=NC3=C1C=CC(=C3)Cl)OC. Cell line: HL-60(TB). Synergy scores: CSS=43.1, Synergy_ZIP=-5.75, Synergy_Bliss=-9.46, Synergy_Loewe=-28.8, Synergy_HSA=-7.59. (5) Drug 2: C1C(C(OC1N2C=NC(=NC2=O)N)CO)O. Synergy scores: CSS=13.0, Synergy_ZIP=-5.85, Synergy_Bliss=-5.56, Synergy_Loewe=-4.53, Synergy_HSA=-0.536. Cell line: NCI-H522. Drug 1: CC1=C(C=C(C=C1)NC(=O)C2=CC=C(C=C2)CN3CCN(CC3)C)NC4=NC=CC(=N4)C5=CN=CC=C5.